Dataset: Forward reaction prediction with 1.9M reactions from USPTO patents (1976-2016). Task: Predict the product of the given reaction. (1) Given the reactants [Br:1][C:2]1[CH:3]=[C:4]([CH:8]=[CH:9][C:10]=1[C:11]([N:13]1[CH2:17][CH2:16][CH2:15][CH2:14]1)=[O:12])[C:5]([OH:7])=O.CN(C(ON1N=NC2C=CC=CC1=2)=[N+](C)C)C.[B-](F)(F)(F)F.C(N(C(C)C)CC)(C)C.[Cl:49][C:50]1[CH:63]=[CH:62][C:53]2[NH:54][C:55]([C@@H:57]([NH2:61])[CH2:58][O:59][CH3:60])=[N:56][C:52]=2[CH:51]=1.BrCl, predict the reaction product. The product is: [Br:1][C:2]1[CH:3]=[C:4]([CH:8]=[CH:9][C:10]=1[C:11]([N:13]1[CH2:17][CH2:16][CH2:15][CH2:14]1)=[O:12])[C:5]([NH:61][C@H:57]([C:55]1[NH:54][C:53]2[CH:62]=[CH:63][C:50]([Cl:49])=[CH:51][C:52]=2[N:56]=1)[CH2:58][O:59][CH3:60])=[O:7]. (2) Given the reactants [Br:1]Br.[CH3:3][O:4][C:5]1[CH:6]=[C:7]2[C:11](=[CH:12][C:13]=1[O:14][CH3:15])[C:10](=[O:16])[CH2:9][CH2:8]2, predict the reaction product. The product is: [Br:1][CH:9]1[CH2:8][C:7]2[C:11](=[CH:12][C:13]([O:14][CH3:15])=[C:5]([O:4][CH3:3])[CH:6]=2)[C:10]1=[O:16]. (3) Given the reactants CN(C)C=O.[F:6][C:7]([F:19])=[C:8]([CH3:18])[CH2:9][CH2:10][CH2:11][CH2:12]CS([O-])(=O)=O.[NH:20]1[C:28]2[C:23](=[CH:24][C:25]([C:29]([OH:31])=[O:30])=[CH:26][CH:27]=2)[CH:22]=[CH:21]1.C(=O)([O-])O.[Na+], predict the reaction product. The product is: [NH:20]1[C:28]2[C:23](=[CH:24][C:25]([C:29]([O:31][CH2:12][CH2:11][CH2:10][CH2:9][C:8]([CH3:18])=[C:7]([F:6])[F:19])=[O:30])=[CH:26][CH:27]=2)[CH:22]=[CH:21]1. (4) The product is: [CH3:19][O:18][C:15]1[CH:16]=[CH:17][C:12]([CH2:11][N:7]2[CH2:6][C:5]3([CH2:20][CH2:21][CH2:22][C:3]([CH2:2][NH:1][C:44]4[CH:45]=[C:46]([N+:47]([O-:49])=[O:48])[CH:39]=[CH:40][C:41]=4[C:42]#[N:43])([CH2:23][O:24][CH2:25][C:26]4[CH:27]=[CH:28][CH:29]=[CH:30][CH:31]=4)[CH2:4]3)[O:9][C:8]2=[O:10])=[CH:13][CH:14]=1. Given the reactants [NH2:1][CH2:2][C:3]1([CH2:23][O:24][CH2:25][C:26]2[CH:31]=[CH:30][CH:29]=[CH:28][CH:27]=2)[CH2:22][CH2:21][CH2:20][C:5]2([O:9][C:8](=[O:10])[N:7]([CH2:11][C:12]3[CH:17]=[CH:16][C:15]([O:18][CH3:19])=[CH:14][CH:13]=3)[CH2:6]2)[CH2:4]1.C(=O)([O-])[O-].[K+].[K+].F[C:39]1[CH:40]=[C:41]([CH:44]=[CH:45][C:46]=1[N+:47]([O-:49])=[O:48])[C:42]#[N:43], predict the reaction product. (5) Given the reactants [CH2:1]([C@H:3]1[C@@H:7]([C:8]2[N:12]3[C:13]4[CH:19]=[CH:18][N:17]([CH2:20][O:21][CH2:22][CH2:23][Si:24]([CH3:27])([CH3:26])[CH3:25])[C:14]=4[N:15]=[CH:16][C:11]3=[N:10][N:9]=2)[CH2:6][C@H:5]([OH:28])[CH2:4]1)[CH3:2].[CH3:29][S:30](Cl)(=[O:32])=[O:31], predict the reaction product. The product is: [CH3:29][S:30]([O:28][CH:5]1[CH2:6][CH:7]([C:8]2[N:12]3[C:13]4[CH:19]=[CH:18][N:17]([CH2:20][O:21][CH2:22][CH2:23][Si:24]([CH3:26])([CH3:25])[CH3:27])[C:14]=4[N:15]=[CH:16][C:11]3=[N:10][N:9]=2)[CH:3]([CH2:1][CH3:2])[CH2:4]1)(=[O:32])=[O:31]. (6) Given the reactants [Cl:1][C:2]1[C:11]([O:12][CH2:13][C@@H:14]2[CH2:16][O:15]2)=[C:10]2[C:5]([N:6]=[CH:7][C:8]([O:17][CH3:18])=[N:9]2)=[CH:4][CH:3]=1.[O:19]1[C:28]2[CH:27]=[C:26]([CH2:29][N:30]([CH:38]3[CH2:43][CH2:42][NH:41][CH2:40][CH2:39]3)[C:31](=[O:37])[O:32][C:33]([CH3:36])([CH3:35])[CH3:34])[N:25]=[CH:24][C:23]=2[O:22][CH2:21][CH2:20]1, predict the reaction product. The product is: [Cl:1][C:2]1[C:11]([O:12][CH2:13][CH:14]([OH:15])[CH2:16][N:41]2[CH2:40][CH2:39][CH:38]([N:30]([CH2:29][C:26]3[N:25]=[CH:24][C:23]4[O:22][CH2:21][CH2:20][O:19][C:28]=4[CH:27]=3)[C:31](=[O:37])[O:32][C:33]([CH3:35])([CH3:36])[CH3:34])[CH2:43][CH2:42]2)=[C:10]2[C:5](=[CH:4][CH:3]=1)[N:6]=[CH:7][C:8]([O:17][CH3:18])=[N:9]2. (7) Given the reactants [CH3:1][O:2][C:3](=[O:33])[CH2:4][C@H:5]1[C:9]2[CH:10]=[CH:11][C:12]([O:14][C@H:15]3[C:23]4[C:18](=[C:19]([O:25][C:26]5[CH:31]=[CH:30][C:29](Br)=[CH:28][CH:27]=5)[CH:20]=[CH:21][C:22]=4[F:24])[CH2:17][CH2:16]3)=[CH:13][C:8]=2[O:7][CH2:6]1.CC1(C)C(C)(C)OB([C:42]2[CH2:43][CH2:44][O:45][CH2:46][CH:47]=2)O1.[O-]P([O-])([O-])=O.[K+].[K+].[K+].O, predict the reaction product. The product is: [CH3:1][O:2][C:3](=[O:33])[CH2:4][C@H:5]1[C:9]2[CH:10]=[CH:11][C:12]([O:14][C@H:15]3[C:23]4[C:18](=[C:19]([O:25][C:26]5[CH:31]=[CH:30][C:29]([C:42]6[CH2:47][CH2:46][O:45][CH2:44][CH:43]=6)=[CH:28][CH:27]=5)[CH:20]=[CH:21][C:22]=4[F:24])[CH2:17][CH2:16]3)=[CH:13][C:8]=2[O:7][CH2:6]1. (8) The product is: [CH:9]([NH:12][C:13]([N:1]1[CH2:6][CH2:5][CH:4]([CH2:7][OH:8])[CH2:3][CH2:2]1)=[O:14])([CH3:11])[CH3:10]. Given the reactants [NH:1]1[CH2:6][CH2:5][CH:4]([CH2:7][OH:8])[CH2:3][CH2:2]1.[CH:9]([N:12]=[C:13]=[O:14])([CH3:11])[CH3:10], predict the reaction product. (9) Given the reactants [Cl:1][C:2]1[N:3]=[C:4]([N:13]2[CH2:18][CH2:17][O:16][CH2:15][CH2:14]2)[C:5]2[S:10][C:9]([CH:11]=O)=[CH:8][C:6]=2[N:7]=1.[CH3:19][N:20]([CH3:27])[CH:21]1[CH2:26][CH2:25][NH:24][CH2:23][CH2:22]1.C(O[BH-](OC(=O)C)OC(=O)C)(=O)C, predict the reaction product. The product is: [Cl:1][C:2]1[N:3]=[C:4]([N:13]2[CH2:18][CH2:17][O:16][CH2:15][CH2:14]2)[C:5]2[S:10][C:9]([CH2:11][N:24]3[CH2:25][CH2:26][CH:21]([N:20]([CH3:27])[CH3:19])[CH2:22][CH2:23]3)=[CH:8][C:6]=2[N:7]=1.